From a dataset of Full USPTO retrosynthesis dataset with 1.9M reactions from patents (1976-2016). Predict the reactants needed to synthesize the given product. (1) Given the product [CH2:34]([O:33][C:31](=[O:32])[CH2:30][CH2:29][CH2:28][CH2:27][CH2:26][CH2:25][N:17]([C:13]1[CH:12]=[C:11]([O:10][CH2:3][C:4]2[CH:5]=[CH:6][CH:7]=[CH:8][CH:9]=2)[CH:16]=[CH:15][N:14]=1)[C:18]1[CH:23]=[CH:22][CH:21]=[CH:20][N:19]=1)[CH3:35], predict the reactants needed to synthesize it. The reactants are: [H-].[Na+].[CH2:3]([O:10][C:11]1[CH:16]=[CH:15][N:14]=[C:13]([NH:17][C:18]2[CH:23]=[CH:22][CH:21]=[CH:20][N:19]=2)[CH:12]=1)[C:4]1[CH:9]=[CH:8][CH:7]=[CH:6][CH:5]=1.Br[CH2:25][CH2:26][CH2:27][CH2:28][CH2:29][CH2:30][C:31]([O:33][CH2:34][CH3:35])=[O:32].[O-]S([O-])(=S)=O.[Na+].[Na+]. (2) The reactants are: [CH2:1]([C:3]1[O:4][C:5]2[CH:29]=[CH:28][CH:27]=[CH:26][C:6]=2[C:7]=1[C:8]1[N:16]=[C:15]2[C:11]([N:12]=[C:13]([CH:18]=O)[N:14]2[CH3:17])=[C:10]([N:20]2[CH2:25][CH2:24][O:23][CH2:22][CH2:21]2)[N:9]=1)[CH3:2].[NH:30]1[CH2:35][CH2:34][CH:33]([C:36]([OH:39])([CH3:38])[CH3:37])[CH2:32][CH2:31]1. Given the product [CH2:1]([C:3]1[O:4][C:5]2[CH:29]=[CH:28][CH:27]=[CH:26][C:6]=2[C:7]=1[C:8]1[N:16]=[C:15]2[C:11]([N:12]=[C:13]([CH2:18][N:30]3[CH2:35][CH2:34][CH:33]([C:36]([OH:39])([CH3:38])[CH3:37])[CH2:32][CH2:31]3)[N:14]2[CH3:17])=[C:10]([N:20]2[CH2:25][CH2:24][O:23][CH2:22][CH2:21]2)[N:9]=1)[CH3:2], predict the reactants needed to synthesize it. (3) The reactants are: Br[C:2]1[C:7]([N+:8]([O-:10])=[O:9])=[CH:6][C:5]([F:11])=[CH:4][N:3]=1.[NH3:12]. Given the product [F:11][C:5]1[CH:6]=[C:7]([N+:8]([O-:10])=[O:9])[C:2]([NH2:12])=[N:3][CH:4]=1, predict the reactants needed to synthesize it. (4) Given the product [F:29][C:17]1[CH:16]=[CH:15][C:14]([NH:13][C:9]([C:6]2[CH:5]=[CH:4][C:3]([C:1]#[N:2])=[CH:8][N:7]=2)=[O:11])=[CH:19][C:18]=1[C@@:20]1([CH3:28])[NH:26][C:25](=[O:27])[CH2:24][CH2:23][O:22][CH2:21]1, predict the reactants needed to synthesize it. The reactants are: [C:1]([C:3]1[CH:4]=[CH:5][C:6]([C:9]([OH:11])=O)=[N:7][CH:8]=1)#[N:2].Cl.[NH2:13][C:14]1[CH:15]=[CH:16][C:17]([F:29])=[C:18]([C@@:20]2([CH3:28])[NH:26][C:25](=[O:27])[CH2:24][CH2:23][O:22][CH2:21]2)[CH:19]=1. (5) Given the product [ClH:2].[CH2:26]([NH:33][CH2:34][CH:35]([C:36]1([OH:42])[CH2:37][CH2:38][CH2:39][CH2:40][CH2:41]1)[C:43]1[CH:48]=[CH:47][C:46]([Cl:49])=[C:45]([Cl:50])[CH:44]=1)[C:27]1[CH:32]=[CH:31][CH:30]=[CH:29][CH:28]=1, predict the reactants needed to synthesize it. The reactants are: Cl.[Cl:2]C1C=C(C(C2(O)CCN(C)CC2)CN2CCNCC2)C=CC=1Cl.[CH2:26]([NH:33][C:34](=O)[CH:35]([C:43]1[CH:48]=[CH:47][C:46]([Cl:49])=[C:45]([Cl:50])[CH:44]=1)[C:36]1([OH:42])[CH2:41][CH2:40][CH2:39][CH2:38][CH2:37]1)[C:27]1[CH:32]=[CH:31][CH:30]=[CH:29][CH:28]=1.Cl.